Dataset: Forward reaction prediction with 1.9M reactions from USPTO patents (1976-2016). Task: Predict the product of the given reaction. (1) Given the reactants [OH-].[Li+].[F:3][C:4]1[CH:5]=[C:6]([C:10]2[CH:18]=[C:17]3[C:13]([CH2:14][CH2:15][CH:16]3[O:19][C:20]3[CH:21]=[C:22]([CH:29]=[CH:30][CH:31]=3)[O:23][CH2:24][C:25]([O:27]C)=[O:26])=[CH:12][CH:11]=2)[CH:7]=[CH:8][CH:9]=1, predict the reaction product. The product is: [F:3][C:4]1[CH:5]=[C:6]([C:10]2[CH:18]=[C:17]3[C:13]([CH2:14][CH2:15][CH:16]3[O:19][C:20]3[CH:21]=[C:22]([CH:29]=[CH:30][CH:31]=3)[O:23][CH2:24][C:25]([OH:27])=[O:26])=[CH:12][CH:11]=2)[CH:7]=[CH:8][CH:9]=1. (2) Given the reactants [NH2:1][C:2]1[CH:11]=[CH:10][C:5]([C:6]([O:8][CH3:9])=[O:7])=[CH:4][C:3]=1[CH3:12].[C:13](O[C:13]([O:15][C:16]([CH3:19])([CH3:18])[CH3:17])=[O:14])([O:15][C:16]([CH3:19])([CH3:18])[CH3:17])=[O:14], predict the reaction product. The product is: [C:16]([O:15][C:13]([NH:1][C:2]1[CH:11]=[CH:10][C:5]([C:6]([O:8][CH3:9])=[O:7])=[CH:4][C:3]=1[CH3:12])=[O:14])([CH3:19])([CH3:18])[CH3:17]. (3) Given the reactants Br[C:2]1[CH:3]=[C:4]2[C:8](=[CH:9][CH:10]=1)[NH:7][C:6]1[C:11]([CH:15]([CH3:17])[CH3:16])=[N:12][CH:13]=[CH:14][C:5]2=1.[O:18]1[C:22]2[CH:23]=[CH:24][C:25](B(O)O)=[CH:26][C:21]=2[CH2:20][CH2:19]1.C(=O)([O-])[O-].[K+].[K+], predict the reaction product. The product is: [O:18]1[C:22]2[CH:23]=[CH:24][C:25]([C:2]3[CH:3]=[C:4]4[C:8](=[CH:9][CH:10]=3)[NH:7][C:6]3[C:11]([CH:15]([CH3:17])[CH3:16])=[N:12][CH:13]=[CH:14][C:5]4=3)=[CH:26][C:21]=2[CH2:20][CH2:19]1.